Dataset: Full USPTO retrosynthesis dataset with 1.9M reactions from patents (1976-2016). Task: Predict the reactants needed to synthesize the given product. (1) Given the product [CH2:1]([C:4]1[C:32]([CH3:33])=[CH:31][C:7]2[N:8]=[C:9]3[C:14]([N:15]([CH2:16][CH2:17][CH2:18][C:19]4[CH:20]=[CH:21][C:22]([CH2:25][CH:26]=[CH2:27])=[CH:23][CH:24]=4)[C:6]=2[CH:5]=1)=[N:13][C:12](=[O:28])[NH:11][C:10]3=[O:29])[CH:2]=[CH2:3], predict the reactants needed to synthesize it. The reactants are: [CH2:1]([C:4]1[C:32]([CH3:33])=[CH:31][C:7]2[N+:8]([O-])=[C:9]3[C:14]([N:15]([CH2:16][CH2:17][CH2:18][C:19]4[CH:24]=[CH:23][C:22]([CH2:25][CH:26]=[CH2:27])=[CH:21][CH:20]=4)[C:6]=2[CH:5]=1)=[N:13][C:12](=[O:28])[NH:11][C:10]3=[O:29])[CH:2]=[CH2:3].[O-]S(S([O-])=O)=O.[Na+].[Na+]. (2) Given the product [CH2:95]([O:42][C:40]([C@@H:39]1[C@@H:36]2[C@H:37]1[CH2:38][C:32]1[CH:31]=[C:30]([O:29][CH2:28][C:3]3[CH:4]=[C:5]([C:12]4[CH:13]=[CH:14][C:15]([N:49]5[CH2:50][C:46]6[C:47](=[N:43][N:44]([CH2:51][C:52]([OH:54])([CH3:55])[CH3:53])[CH:45]=6)[CH2:48]5)=[CH:16][C:17]=4[F:59])[C:6]([C:8]([F:9])([F:11])[F:10])=[CH:7][C:2]=3[F:1])[N:35]=[CH:34][C:33]=12)=[O:41])[CH3:90], predict the reactants needed to synthesize it. The reactants are: [F:1][C:2]1[CH:7]=[C:6]([C:8]([F:11])([F:10])[F:9])[C:5]([C:12]2[CH:17]=[CH:16][C:15](C3CCN(S(C)(=O)=O)CC3)=[CH:14][CH:13]=2)=[CH:4][C:3]=1[CH2:28][O:29][C:30]1[N:35]=[CH:34][C:33]2[C@@H:36]3[C@@H:39]([C:40]([OH:42])=[O:41])[C@@H:37]3[CH2:38][C:32]=2[CH:31]=1.[N:43]1[N:44]([CH2:51][C:52]([CH3:55])([OH:54])[CH3:53])[CH:45]=[C:46]2[CH2:50][NH:49][CH2:48][C:47]=12.C(O)(C(F)(F)[F:59])=O.CC(OC1C=CC=C(OC(C)C)C=1C1C(P([CH:90]2[CH2:95]CCCC2)C2CCCCC2)=CC=CC=1)C.C(=O)([O-])[O-].[Cs+].[Cs+]. (3) Given the product [C:1]([C:5]1[CH:6]=[C:7]([CH:17]([OH:20])[C:18]([OH:28])=[O:26])[N:8]([C:10]2[CH:15]=[CH:14][C:13]([CH3:16])=[CH:12][CH:11]=2)[N:9]=1)([CH3:4])([CH3:3])[CH3:2], predict the reactants needed to synthesize it. The reactants are: [C:1]([C:5]1[CH:6]=[C:7]([CH:17]([O:20][Si](C)(C)C)[C:18]#N)[N:8]([C:10]2[CH:15]=[CH:14][C:13]([CH3:16])=[CH:12][CH:11]=2)[N:9]=1)([CH3:4])([CH3:3])[CH3:2].Cl.[OH-:26].[K+].[OH2:28]. (4) Given the product [CH3:1][O:2][C:3]1[CH:12]=[C:11]2[C:6]([CH:7]=[CH:8][C:9]([NH:13][C:14](=[O:15])[O:16][C:17]([CH3:20])([CH3:19])[CH3:18])=[CH:10]2)=[CH:5][CH:4]=1, predict the reactants needed to synthesize it. The reactants are: [CH3:1][O:2][C:3]1[CH:12]=[C:11]2[C:6]([CH:7]=[CH:8][C:9]([NH2:13])=[CH:10]2)=[CH:5][CH:4]=1.[C:14](O[C:14]([O:16][C:17]([CH3:20])([CH3:19])[CH3:18])=[O:15])([O:16][C:17]([CH3:20])([CH3:19])[CH3:18])=[O:15]. (5) Given the product [F:23][C:24]([F:35])([F:34])[C:25]([N:11]1[CH2:10][CH:9]2[CH2:15][CH:13]([CH2:14][N:8]2[C:6]([O:5][C:1]([CH3:4])([CH3:2])[CH3:3])=[O:7])[CH2:12]1)=[O:26], predict the reactants needed to synthesize it. The reactants are: [C:1]([O:5][C:6]([N:8]1[CH2:14][CH:13]2[CH2:15][CH:9]1[CH2:10][NH:11][CH2:12]2)=[O:7])([CH3:4])([CH3:3])[CH3:2].C(N(CC)CC)C.[F:23][C:24]([F:35])([F:34])[C:25](O[C:25](=[O:26])[C:24]([F:35])([F:34])[F:23])=[O:26].